Regression. Given a peptide amino acid sequence and an MHC pseudo amino acid sequence, predict their binding affinity value. This is MHC class I binding data. From a dataset of Peptide-MHC class I binding affinity with 185,985 pairs from IEDB/IMGT. (1) The peptide sequence is SEFKSRFFIW. The MHC is HLA-A30:02 with pseudo-sequence HLA-A30:02. The binding affinity (normalized) is 0.176. (2) The peptide sequence is VLQAGFFLL. The MHC is Patr-A0701 with pseudo-sequence Patr-A0701. The binding affinity (normalized) is 0.400. (3) The peptide sequence is AVRLVVGPL. The MHC is HLA-B15:17 with pseudo-sequence HLA-B15:17. The binding affinity (normalized) is 0.423. (4) The peptide sequence is VPPFPRTAF. The MHC is HLA-B39:01 with pseudo-sequence HLA-B39:01. The binding affinity (normalized) is 0.0847. (5) The peptide sequence is NMEVEIWTR. The MHC is HLA-A33:01 with pseudo-sequence HLA-A33:01. The binding affinity (normalized) is 0.701. (6) The peptide sequence is KYKYFSGAL. The MHC is HLA-A01:01 with pseudo-sequence HLA-A01:01. The binding affinity (normalized) is 0. (7) The peptide sequence is VGVVVSTNR. The MHC is HLA-A11:01 with pseudo-sequence HLA-A11:01. The binding affinity (normalized) is 0.0780.